This data is from Reaction yield outcomes from USPTO patents with 853,638 reactions. The task is: Predict the reaction yield, written as a fraction of the theoretical maximum amount of product (1.0 means a 100% yield; for example, 0.34 means a 34% yield). (1) The reactants are [NH2:1][CH2:2][CH2:3][CH2:4][CH2:5][CH2:6][OH:7].[C:8]1(=O)[O:13][C:11](=[O:12])[C:10]2=[CH:14][CH:15]=[CH:16][CH:17]=[C:9]12. The catalyst is C1(C)C=CC=CC=1. The product is [C:8]1(=[O:13])[N:1]([CH2:2][CH2:3][CH2:4][CH2:5][CH2:6][OH:7])[C:11](=[O:12])[C:10]2=[CH:14][CH:15]=[CH:16][CH:17]=[C:9]12. The yield is 0.740. (2) The reactants are [CH3:1][N:2]1[CH2:6][CH2:5][C:4]([C:8]#[C:9][Si](C(C)C)(C(C)C)C(C)C)([OH:7])[CH2:3]1.[F-].C([N+](CCCC)(CCCC)CCCC)CCC. The catalyst is O1CCCC1. The product is [C:8]([C:4]1([OH:7])[CH2:5][CH2:6][N:2]([CH3:1])[CH2:3]1)#[CH:9]. The yield is 0.580.